From a dataset of Full USPTO retrosynthesis dataset with 1.9M reactions from patents (1976-2016). Predict the reactants needed to synthesize the given product. (1) Given the product [CH3:1][N:2]1[C:3](=[O:24])[C:4]([NH:17][C:18]2[CH:23]=[CH:22][CH:21]=[CH:20][N:19]=2)=[CH:5][C:6]([C:26]2[CH:31]=[CH:30][N:29]=[C:28]([N:32]3[C:44](=[O:45])[C:43]4[S:42][C:41]5[CH2:40][CH2:39][CH2:38][CH2:37][C:36]=5[C:35]=4[CH:34]=[N:33]3)[C:27]=2[CH:46]=[O:47])=[CH:7]1, predict the reactants needed to synthesize it. The reactants are: [CH3:1][N:2]1[CH:7]=[C:6](B2OC(C)(C)C(C)(C)O2)[CH:5]=[C:4]([NH:17][C:18]2[CH:23]=[CH:22][CH:21]=[CH:20][N:19]=2)[C:3]1=[O:24].Cl[C:26]1[CH:31]=[CH:30][N:29]=[C:28]([N:32]2[C:44](=[O:45])[C:43]3[S:42][C:41]4[CH2:40][CH2:39][CH2:38][CH2:37][C:36]=4[C:35]=3[CH:34]=[N:33]2)[C:27]=1[CH:46]=[O:47].[O-]P([O-])([O-])=O.[K+].[K+].[K+].C([O-])(=O)C.[Na+]. (2) Given the product [NH2:38][C:33]1[N:34]=[C:35]([CH3:37])[N:36]=[C:31]([C:26]2[C:27]([NH:1][C:2]3[CH:7]=[CH:6][C:5]([NH:8][C:9](=[O:11])[CH3:10])=[C:4]([F:12])[CH:3]=3)=[N:28][CH:29]=[C:24]([Cl:23])[CH:25]=2)[N:32]=1, predict the reactants needed to synthesize it. The reactants are: [NH2:1][C:2]1[CH:7]=[CH:6][C:5]([NH:8][C:9](=[O:11])[CH3:10])=[C:4]([F:12])[CH:3]=1.C[Si]([N-][Si](C)(C)C)(C)C.[Li+].[Cl:23][C:24]1[CH:25]=[C:26]([C:31]2[N:36]=[C:35]([CH3:37])[N:34]=[C:33]([NH2:38])[N:32]=2)[C:27](F)=[N:28][CH:29]=1. (3) Given the product [Br:35][C:31]1[CH:30]=[C:29]([C:28]2[S:10][C:41]([CH3:42])=[N:27][N:26]=2)[CH:34]=[CH:33][CH:32]=1, predict the reactants needed to synthesize it. The reactants are: COC1C=CC(P2(SP(C3C=CC(OC)=CC=3)(=S)S2)=[S:10])=CC=1.C([N:26]([C:28](=O)[C:29]1[CH:34]=[CH:33][CH:32]=[C:31]([Br:35])[CH:30]=1)[NH2:27])(=O)C.O1[CH2:42][CH2:41]OCC1.